From a dataset of Catalyst prediction with 721,799 reactions and 888 catalyst types from USPTO. Predict which catalyst facilitates the given reaction. (1) Reactant: [N+:1]([C:4]1[CH:9]=[CH:8][C:7]([NH2:10])=[C:6]([NH2:11])[CH:5]=1)([O-:3])=[O:2].[CH3:12][O:13][C:14]1[CH:22]=[CH:21][CH:20]=[CH:19][C:15]=1[C:16](O)=O.[K+].[Br-]. Product: [CH3:12][O:13][C:14]1[CH:22]=[CH:21][CH:20]=[CH:19][C:15]=1[C:16]1[NH:11][C:6]2[CH:5]=[C:4]([N+:1]([O-:3])=[O:2])[CH:9]=[CH:8][C:7]=2[N:10]=1. The catalyst class is: 133. (2) Product: [CH2:1]([N:8]1[CH2:13][CH2:12][CH:11]([NH:14][C:24](=[O:25])[CH:23]([CH3:32])[CH3:22])[CH2:10][CH2:9]1)[C:2]1[CH:3]=[CH:4][CH:5]=[CH:6][CH:7]=1. The catalyst class is: 46. Reactant: [CH2:1]([N:8]1[CH2:13][CH2:12][CH:11]([NH2:14])[CH2:10][CH2:9]1)[C:2]1[CH:7]=[CH:6][CH:5]=[CH:4][CH:3]=1.C(N(CC)CC)C.[CH3:22][CH:23]([CH3:32])[C:24](O[C:24](=[O:25])[CH:23]([CH3:32])[CH3:22])=[O:25].[OH-].[Na+]. (3) Reactant: C([O:4][CH2:5][C:6]([CH3:53])([CH3:52])[CH2:7][N:8]1[C:14]2[CH:15]=[CH:16][C:17]([Cl:19])=[CH:18][C:13]=2[C@@H:12]([C:20]2[CH:25]=[CH:24][CH:23]=[C:22]([O:26][CH3:27])[C:21]=2[O:28][CH3:29])[O:11][C@H:10]([CH2:30][C:31]([NH:33][C:34]2[C:35]([CH3:50])=[C:36]([CH3:49])[C:37]3[O:41][C:40]([C:42]([O:44]CC)=[O:43])=[CH:39][C:38]=3[C:47]=2[CH3:48])=[O:32])[C:9]1=[O:51])(=O)C.[OH-].[Na+].O. Product: [Cl:19][C:17]1[CH:16]=[CH:15][C:14]2[N:8]([CH2:7][C:6]([CH3:53])([CH3:52])[CH2:5][OH:4])[C:9](=[O:51])[C@@H:10]([CH2:30][C:31]([NH:33][C:34]3[C:35]([CH3:50])=[C:36]([CH3:49])[C:37]4[O:41][C:40]([C:42]([OH:44])=[O:43])=[CH:39][C:38]=4[C:47]=3[CH3:48])=[O:32])[O:11][C@H:12]([C:20]3[CH:25]=[CH:24][CH:23]=[C:22]([O:26][CH3:27])[C:21]=3[O:28][CH3:29])[C:13]=2[CH:18]=1. The catalyst class is: 214. (4) Reactant: Br[C:2]1[N:7]=[C:6]([C:8]([OH:10])=[O:9])[C:5]([F:11])=[CH:4][CH:3]=1.[CH2:12]([O:19][C:20]1[CH:25]=[CH:24][C:23](B(O)O)=[C:22]([F:29])[CH:21]=1)[C:13]1[CH:18]=[CH:17][CH:16]=[CH:15][CH:14]=1. Product: [CH2:12]([O:19][C:20]1[CH:25]=[CH:24][C:23]([C:2]2[N:7]=[C:6]([C:8]([OH:10])=[O:9])[C:5]([F:11])=[CH:4][CH:3]=2)=[C:22]([F:29])[CH:21]=1)[C:13]1[CH:14]=[CH:15][CH:16]=[CH:17][CH:18]=1. The catalyst class is: 462. (5) Reactant: C1C=CC(P(C2C=CC=CC=2)C2C=CC=CC=2)=CC=1.II.[C:22]([O:26][C:27](=[O:55])[N:28]([CH2:30][CH2:31][C:32]([NH:34][NH:35][C:36]([C@@H:38]1[CH2:44][CH2:43][C@@H:42]2[CH2:45][N:39]1[C:40](=[O:54])[N:41]2[O:46][CH2:47][C:48]1[CH:53]=[CH:52][CH:51]=[CH:50][CH:49]=1)=O)=[O:33])[CH3:29])([CH3:25])([CH3:24])[CH3:23]. The catalyst class is: 2. Product: [CH2:47]([O:46][N:41]1[C:40](=[O:54])[N:39]2[CH2:45][C@H:42]1[CH2:43][CH2:44][C@H:38]2[C:36]1[O:33][C:32]([CH2:31][CH2:30][N:28]([CH3:29])[C:27](=[O:55])[O:26][C:22]([CH3:24])([CH3:25])[CH3:23])=[N:34][N:35]=1)[C:48]1[CH:53]=[CH:52][CH:51]=[CH:50][CH:49]=1. (6) Reactant: [C:1]([O:5][C:6]([NH:8][C@H:9]1[CH2:13][C@@:12]([CH2:18][O:19][CH2:20][CH3:21])([C:14]([O:16]C)=[O:15])[CH:11]=[CH:10]1)=[O:7])([CH3:4])([CH3:3])[CH3:2].O.[OH-].[Li+]. Product: [C:1]([O:5][C:6]([NH:8][C@H:9]1[CH2:13][C@@:12]([CH2:18][O:19][CH2:20][CH3:21])([C:14]([OH:16])=[O:15])[CH:11]=[CH:10]1)=[O:7])([CH3:4])([CH3:3])[CH3:2]. The catalyst class is: 193. (7) Reactant: [Br:1][C:2]1[CH:3]=[C:4]2[C:13](=[CH:14][CH:15]=1)[C:12]1[N:8]([CH:9]=[C:10](I)[N:11]=1)[CH2:7][CH2:6][O:5]2.N([Si](C)(C)C)[Si](C)(C)C.C[N:27]([CH:29]=[O:30])C. Product: [Br:1][C:2]1[CH:3]=[C:4]2[C:13](=[CH:14][CH:15]=1)[C:12]1[N:8]([CH:9]=[C:10]([C:29]([NH2:27])=[O:30])[N:11]=1)[CH2:7][CH2:6][O:5]2. The catalyst class is: 235. (8) Reactant: [NH2:1][C:2]1[N:11]=[C:10]([C:12]([N:14]2[CH2:22][C:21]3[C:16](=[CH:17][CH:18]=[CH:19][CH:20]=3)[CH2:15]2)=[O:13])[C:9]2[C:4](=[CH:5][CH:6]=[C:7]([C:23]3[CH:43]=[CH:42][CH:41]=[CH:40][C:24]=3[C:25]([N:27]3[CH2:31][CH2:30][CH:29]([NH:32]C(=O)OC(C)(C)C)[CH2:28]3)=[O:26])[CH:8]=2)[N:3]=1.Cl. The catalyst class is: 12. Product: [NH2:1][C:2]1[N:11]=[C:10]([C:12]([N:14]2[CH2:22][C:21]3[C:16](=[CH:17][CH:18]=[CH:19][CH:20]=3)[CH2:15]2)=[O:13])[C:9]2[C:4](=[CH:5][CH:6]=[C:7]([C:23]3[CH:43]=[CH:42][CH:41]=[CH:40][C:24]=3[C:25]([N:27]3[CH2:31][CH2:30][CH:29]([NH2:32])[CH2:28]3)=[O:26])[CH:8]=2)[N:3]=1. (9) Reactant: [NH2:1][C:2]1[C:11]2[N:12]=[C:13]([CH2:31][O:32][CH2:33][CH3:34])[N:14]([CH2:15][CH2:16][N+:17]3([O-])[CH2:22][CH2:21][N:20](C(OC(C)(C)C)=O)[CH2:19][CH2:18]3)[C:10]=2[C:9]2[CH:8]=[CH:7][C:6]([Br:35])=[CH:5][C:4]=2[N:3]=1.P(Cl)(Cl)[Cl:37]. Product: [ClH:37].[ClH:37].[Br:35][C:6]1[CH:7]=[CH:8][C:9]2[C:10]3[N:14]([CH2:15][CH2:16][N:17]4[CH2:22][CH2:21][NH:20][CH2:19][CH2:18]4)[C:13]([CH2:31][O:32][CH2:33][CH3:34])=[N:12][C:11]=3[C:2]([NH2:1])=[N:3][C:4]=2[CH:5]=1. The catalyst class is: 146.